Dataset: Full USPTO retrosynthesis dataset with 1.9M reactions from patents (1976-2016). Task: Predict the reactants needed to synthesize the given product. Given the product [S:2]1[CH:6]=[CH:5][N:4]=[C:3]1[CH2:7][NH:8][CH:9]=[O:10], predict the reactants needed to synthesize it. The reactants are: Cl.[S:2]1[CH:6]=[CH:5][N:4]=[C:3]1[CH2:7][NH2:8].[CH:9](OCC)=[O:10].C(N(CC)C(C)C)(C)C.